This data is from Reaction yield outcomes from USPTO patents with 853,638 reactions. The task is: Predict the reaction yield, written as a fraction of the theoretical maximum amount of product (1.0 means a 100% yield; for example, 0.34 means a 34% yield). (1) The reactants are [CH:1]1([C:6]2[CH:11]=[CH:10][C:9]([NH:12]C(=O)C)=[C:8]([N+:16]([O-])=O)[CH:7]=2)[CH2:5][CH2:4][CH2:3][CH2:2]1.[OH-].[Na+]. The catalyst is [Pd]. The product is [CH:1]1([C:6]2[CH:7]=[C:8]([NH2:16])[C:9]([NH2:12])=[CH:10][CH:11]=2)[CH2:2][CH2:3][CH2:4][CH2:5]1. The yield is 0.500. (2) The reactants are [CH3:1][C:2]1[CH:8]=[C:7]([CH2:9][O:10][CH3:11])[CH:6]=[C:5]([CH3:12])[C:3]=1[NH2:4].CCN(C(C)C)C(C)C.[C:22](Cl)(Cl)=[O:23]. The catalyst is ClCCl. The product is [N:4]([C:3]1[C:5]([CH3:12])=[CH:6][C:7]([CH2:9][O:10][CH3:11])=[CH:8][C:2]=1[CH3:1])=[C:22]=[O:23]. The yield is 1.00. (3) The reactants are Cl.[F:2][CH:3]([F:14])[O:4][C:5]1[CH:12]=[CH:11][C:8]([CH2:9][NH2:10])=[CH:7][C:6]=1[OH:13].C(N(CC)CC)C.[Br:22][C:23]1[CH:24]=[C:25]2[C:30](=[CH:31][CH:32]=1)[C:29](=O)[NH:28][C:27](=O)/[C:26]/2=[CH:35]/OC. The catalyst is CN(C)C=O. The product is [Br:22][C:23]1[CH:24]=[C:25]2[C:30](=[CH:31][CH:32]=1)[CH:29]=[N:28][CH2:27]/[C:26]/2=[CH:35]\[NH:10][CH2:9][C:8]1[CH:11]=[CH:12][C:5]([O:4][CH:3]([F:14])[F:2])=[C:6]([OH:13])[CH:7]=1. The yield is 0.670. (4) The reactants are [Cl:1][C:2]1[CH:9]=[CH:8][C:5]([C:6]#[N:7])=[C:4]([O:10][C:11]2[CH:16]=[CH:15][CH:14]=[C:13]([CH:17]=O)[CH:12]=2)[CH:3]=1.[CH3:19][O:20][CH2:21][CH2:22][NH2:23].C([BH3-])#N.[Na+].[C:28]([OH:35])(=[O:34])/[CH:29]=[CH:30]/[C:31]([OH:33])=[O:32]. The catalyst is C(O)(=O)C.CO. The product is [C:28]([OH:35])(=[O:34])/[CH:29]=[CH:30]/[C:31]([OH:33])=[O:32].[Cl:1][C:2]1[CH:9]=[CH:8][C:5]([C:6]#[N:7])=[C:4]([O:10][C:11]2[CH:16]=[CH:15][CH:14]=[C:13]([CH2:17][NH:23][CH2:22][CH2:21][O:20][CH3:19])[CH:12]=2)[CH:3]=1. The yield is 0.610. (5) The reactants are [I:1][C:2]1[CH:3]=[C:4]2[C:9](=[CH:10][CH:11]=1)[O:8][C@@H:7]([CH2:12][NH:13][CH2:14][C@H:15]([OH:24])[CH2:16][O:17][C:18]1[CH:23]=[CH:22][CH:21]=[CH:20][CH:19]=1)[CH2:6][CH2:5]2.[C:25](O[C:25]([O:27][C:28]([CH3:31])([CH3:30])[CH3:29])=[O:26])([O:27][C:28]([CH3:31])([CH3:30])[CH3:29])=[O:26].O. The catalyst is C1COCC1. The product is [OH:24][C@H:15]([CH2:16][O:17][C:18]1[CH:23]=[CH:22][CH:21]=[CH:20][CH:19]=1)[CH2:14][N:13]([CH2:12][C@H:7]1[CH2:6][CH2:5][C:4]2[C:9](=[CH:10][CH:11]=[C:2]([I:1])[CH:3]=2)[O:8]1)[C:25](=[O:26])[O:27][C:28]([CH3:31])([CH3:30])[CH3:29]. The yield is 1.00. (6) The reactants are CO[C:3]([C:5]1[N:6]([CH2:25][CH:26]=[O:27])[CH:7]=[C:8]([C:20]([O:22][CH2:23][CH3:24])=[O:21])[C:9](=[O:19])[C:10]=1[O:11][CH2:12][C:13]1[CH:18]=[CH:17][CH:16]=[CH:15][CH:14]=1)=[O:4].CO.[NH2:30][C@H:31]([CH3:35])[CH2:32][CH2:33]O.C(O)(=O)C. The catalyst is C1(C)C=CC=CC=1. The product is [CH2:23]([O:22][C:20]([C:8]1[C:9](=[O:19])[C:10]([O:11][CH2:12][C:13]2[CH:18]=[CH:17][CH:16]=[CH:15][CH:14]=2)=[C:5]2[C:3](=[O:4])[N:30]3[C@@H:26]([O:27][CH2:33][CH2:32][C@H:31]3[CH3:35])[CH2:25][N:6]2[CH:7]=1)=[O:21])[CH3:24]. The yield is 0.945. (7) The reactants are [CH2:1]([NH:8][C:9](=[O:51])[NH:10][CH:11]([CH3:50])[CH2:12][C:13]([NH:15][CH:16]([C:29](=[O:49])[N:30]([CH2:41][CH:42](OCC)OCC)[CH2:31][C:32]1[CH:33]=[CH:34][CH:35]=[C:36]2[C:40]=1[NH:39][N:38]=[CH:37]2)[CH2:17][C:18]1[CH:23]=[CH:22][C:21]([O:24]C(C)(C)C)=[CH:20][CH:19]=1)=[O:14])[C:2]1[CH:7]=[CH:6][CH:5]=[CH:4][CH:3]=1. The catalyst is C(O)=O. The product is [CH2:1]([NH:8][C:9]([N:10]1[CH:11]([CH3:50])[CH2:12][C:13](=[O:14])[N:15]2[CH:16]([CH2:17][C:18]3[CH:19]=[CH:20][C:21]([OH:24])=[CH:22][CH:23]=3)[C:29](=[O:49])[N:30]([CH2:31][C:32]3[CH:33]=[CH:34][CH:35]=[C:36]4[C:40]=3[NH:39][N:38]=[CH:37]4)[CH2:41][CH:42]12)=[O:51])[C:2]1[CH:7]=[CH:6][CH:5]=[CH:4][CH:3]=1. The yield is 0.290. (8) The catalyst is C(Cl)Cl. The yield is 0.660. The reactants are [C:1](N1C=CN=C1)(N1C=CN=C1)=O.[O:13]=[C:14]1[CH:16]([C:17]([OH:19])=[O:18])[CH2:15]1.[CH2:20](O)[C:21]1[CH:26]=[CH:25][CH:24]=[CH:23][CH:22]=1. The product is [O:13]=[C:14]1[CH2:15][CH:16]([C:17]([O:19][CH2:20][C:21]2[CH:26]=[CH:25][CH:24]=[CH:23][CH:22]=2)=[O:18])[CH2:1]1.